Dataset: Forward reaction prediction with 1.9M reactions from USPTO patents (1976-2016). Task: Predict the product of the given reaction. (1) Given the reactants Br[C:2]1[N:7]=[C:6]([N:8]2[CH2:14][CH2:13][CH2:12][N:11]([C:15]([O:17][C:18]([CH3:21])([CH3:20])[CH3:19])=[O:16])[CH2:10][CH2:9]2)[CH:5]=[CH:4][CH:3]=1.[F:22][C:23]1[N:34]=[CH:33][C:32]([CH3:35])=[CH:31][C:24]=1[C:25](N(OC)C)=[O:26], predict the reaction product. The product is: [F:22][C:23]1[N:34]=[CH:33][C:32]([CH3:35])=[CH:31][C:24]=1[C:25]([C:2]1[N:7]=[C:6]([N:8]2[CH2:14][CH2:13][CH2:12][N:11]([C:15]([O:17][C:18]([CH3:21])([CH3:20])[CH3:19])=[O:16])[CH2:10][CH2:9]2)[CH:5]=[CH:4][CH:3]=1)=[O:26]. (2) Given the reactants [O:1]1[CH2:6][CH2:5][CH:4]([C:7]([OH:9])=[O:8])[CH2:3][CH2:2]1.C(Cl)CCl.CCN(CC)CC.[CH3:21][C:22](O)([CH3:24])[CH3:23], predict the reaction product. The product is: [O:1]1[CH2:6][CH2:5][CH:4]([C:7]([O:9][C:22]([CH3:24])([CH3:23])[CH3:21])=[O:8])[CH2:3][CH2:2]1. (3) Given the reactants [Br:1][C:2]1[CH:11]=[CH:10][CH:9]=[C:8]2[C:3]=1[N:4]=[C:5](Cl)[C:6]([C:12]([F:15])([F:14])[F:13])=[N:7]2.[CH3:17][C:18]([NH2:21])([CH3:20])[CH3:19], predict the reaction product. The product is: [Br:1][C:2]1[CH:11]=[CH:10][CH:9]=[C:8]2[C:3]=1[N:4]=[C:5]([NH:21][C:18]([CH3:20])([CH3:19])[CH3:17])[C:6]([C:12]([F:15])([F:14])[F:13])=[N:7]2. (4) Given the reactants [CH3:1][C:2]([CH3:15])(CC=C)[CH2:3][O:4][Si:5]([CH3:11])([CH3:10])[C:6]([CH3:9])([CH3:8])[CH3:7].O.[CH3:17][C:18]([CH3:20])=[O:19].C[N+]1([O-])CC[O:25]CC1, predict the reaction product. The product is: [CH3:1][C:2]([CH3:15])([CH2:3][O:4][Si:5]([CH3:11])([CH3:10])[C:6]([CH3:9])([CH3:8])[CH3:7])[CH2:17][CH:18]([OH:19])[CH2:20][OH:25]. (5) The product is: [CH2:19]([O:1][C:2]1[CH:10]=[C:9]2[C:5]([CH2:6][CH2:7][C:8]2=[O:11])=[CH:4][CH:3]=1)[CH:20]([CH3:22])[CH3:21]. Given the reactants [OH:1][C:2]1[CH:10]=[C:9]2[C:5]([CH2:6][CH2:7][C:8]2=[O:11])=[CH:4][CH:3]=1.C([O-])([O-])=O.[K+].[K+].Br[CH2:19][CH:20]([CH3:22])[CH3:21].O, predict the reaction product.